This data is from Full USPTO retrosynthesis dataset with 1.9M reactions from patents (1976-2016). The task is: Predict the reactants needed to synthesize the given product. (1) Given the product [NH2:16][N:7]1[C:8]2[C:13](=[CH:12][CH:11]=[CH:10][CH:9]=2)[C:5]2([CH2:15][CH2:3][CH2:4]2)[C:6]1=[O:14], predict the reactants needed to synthesize it. The reactants are: ON=[C:3]1[CH2:15][C:5]2([C:13]3[C:8](=[CH:9][CH:10]=[CH:11][CH:12]=3)[NH:7][C:6]2=[O:14])[CH2:4]1.[NH3:16]. (2) Given the product [CH3:31][O:30][C:28](=[O:29])[CH2:27][CH2:26][C:23]1[CH:24]=[CH:25][C:20]([C:17]2[CH:16]=[CH:15][C:14]([CH2:13][CH:9]([NH:8][C:6]([O:5][C:1]([CH3:4])([CH3:3])[CH3:2])=[O:7])[C:10](=[O:12])[N:34]([CH3:35])[CH3:32])=[CH:19][CH:18]=2)=[CH:21][CH:22]=1, predict the reactants needed to synthesize it. The reactants are: [C:1]([O:5][C:6]([NH:8][CH:9]([CH2:13][C:14]1[CH:19]=[CH:18][C:17]([C:20]2[CH:25]=[CH:24][C:23]([CH2:26][CH2:27][C:28]([O:30][CH3:31])=[O:29])=[CH:22][CH:21]=2)=[CH:16][CH:15]=1)[C:10]([OH:12])=O)=[O:7])([CH3:4])([CH3:3])[CH3:2].[CH2:32]([N:34](CC)[CH2:35]C)C.CN([P+](ON1N=NC2C=CC=CC1=2)(N(C)C)N(C)C)C.F[P-](F)(F)(F)(F)F.CNC. (3) Given the product [O:1]=[C:2]([CH2:24][CH2:25][C:39](=[O:40])[C:37]1[S:38][C:34]([CH2:33][O:32][CH:27]2[CH2:28][CH2:29][CH2:30][CH2:31][O:26]2)=[CH:35][N:36]=1)[CH:3]([C:11]1[CH:12]=[CH:13][C:14]([C:15]([O:17][C:18]([CH3:19])([CH3:20])[CH3:21])=[O:16])=[CH:22][CH:23]=1)[CH2:4][CH:5]1[CH2:6][CH2:7][O:8][CH2:9][CH2:10]1, predict the reactants needed to synthesize it. The reactants are: [O:1]=[C:2]([CH:24]=[CH2:25])[CH:3]([C:11]1[CH:23]=[CH:22][C:14]([C:15]([O:17][C:18]([CH3:21])([CH3:20])[CH3:19])=[O:16])=[CH:13][CH:12]=1)[CH2:4][CH:5]1[CH2:10][CH2:9][O:8][CH2:7][CH2:6]1.[O:26]1[CH2:31][CH2:30][CH2:29][CH2:28][CH:27]1[O:32][CH2:33][C:34]1[S:38][C:37]([CH:39]=[O:40])=[N:36][CH:35]=1.C(N(CC)CC)C.